Dataset: Full USPTO retrosynthesis dataset with 1.9M reactions from patents (1976-2016). Task: Predict the reactants needed to synthesize the given product. (1) Given the product [Br:15][C:11]1[C:10]([F:16])=[CH:9][CH:8]=[C:7]2[C:12]=1[CH2:13][CH2:14][N:5]1[C:3](=[O:4])[CH2:2][NH:1][C:18](=[O:20])[CH:17]=[C:6]12, predict the reactants needed to synthesize it. The reactants are: [NH2:1][CH2:2][C:3]([N:5]1[CH2:14][CH2:13][C:12]2[C:7](=[CH:8][CH:9]=[C:10]([F:16])[C:11]=2[Br:15])[CH:6]1[CH2:17][C:18]([OH:20])=O)=[O:4].BrC1C(F)=CC=C2C=1CCN(C(=O)CNC(OC(C)(C)C)=O)C2CC(O)=O. (2) Given the product [F:36][C:35]([F:38])([F:37])[C:33]([OH:39])=[O:34].[N:1]1([C:10](=[O:32])/[CH:11]=[CH:12]/[C@@H:13]([NH:18][C:19]([C@@H:21]2[CH2:24][CH2:23][NH:22]2)=[O:20])[CH2:14][CH:15]([CH3:17])[CH3:16])[C:9]2[C:4](=[CH:5][CH:6]=[CH:7][CH:8]=2)[CH2:3][CH2:2]1, predict the reactants needed to synthesize it. The reactants are: [N:1]1([C:10](=[O:32])/[CH:11]=[CH:12]/[C@@H:13]([NH:18][C:19]([C@@H:21]2[CH2:24][CH2:23][N:22]2C(OC(C)(C)C)=O)=[O:20])[CH2:14][CH:15]([CH3:17])[CH3:16])[C:9]2[C:4](=[CH:5][CH:6]=[CH:7][CH:8]=2)[CH2:3][CH2:2]1.[C:33]([OH:39])([C:35]([F:38])([F:37])[F:36])=[O:34]. (3) Given the product [F:1][C:2]1[CH:16]=[CH:15][CH:14]=[C:13]([CH2:17][CH:18]=[CH:19][C:20]2[CH:25]=[CH:24][CH:23]=[CH:22][CH:21]=2)[C:3]=1[CH2:4][NH2:5], predict the reactants needed to synthesize it. The reactants are: [F:1][C:2]1[CH:16]=[CH:15][CH:14]=[C:13]([CH2:17][CH:18]=[CH:19][C:20]2[CH:25]=[CH:24][CH:23]=[CH:22][CH:21]=2)[C:3]=1[CH2:4][NH:5]C(=O)OC(C)(C)C.C(=O)(O)[O-].[Na+]. (4) Given the product [Br:1][C:2]1[CH:7]=[CH:6][C:5]([F:11])=[C:4]([CH2:13][C:12]([OH:15])=[O:14])[CH:3]=1, predict the reactants needed to synthesize it. The reactants are: [Br:1][C:2]1[CH:3]=[CH:4][C:5]([F:11])=[C:6](CC#N)[CH:7]=1.[C:12]([OH:15])(=[O:14])[CH3:13].S(=O)(=O)(O)O. (5) Given the product [CH:19]([NH:18][C:4]1[N:3]=[C:2]([NH2:22])[N:7]=[C:6]([C:8]2[CH:13]=[CH:12][CH:11]=[C:10]([C:14]([F:17])([F:16])[F:15])[N:9]=2)[N:5]=1)([CH3:21])[CH3:20], predict the reactants needed to synthesize it. The reactants are: Cl[C:2]1[N:7]=[C:6]([C:8]2[CH:13]=[CH:12][CH:11]=[C:10]([C:14]([F:17])([F:16])[F:15])[N:9]=2)[N:5]=[C:4]([NH:18][CH:19]([CH3:21])[CH3:20])[N:3]=1.[NH3:22].O.CC(=O)OCC. (6) Given the product [NH2:22][C:13]1[CH:14]=[CH:15][C:16]([O:18][CH2:19][C:20]#[CH:21])=[CH:17][C:12]=1[C:10]([C:7]1[CH:6]=[CH:5][C:4]([CH:1]([CH3:3])[CH3:2])=[CH:9][CH:8]=1)=[O:11], predict the reactants needed to synthesize it. The reactants are: [CH:1]([C:4]1[CH:9]=[CH:8][C:7]([C:10]([C:12]2[CH:17]=[C:16]([O:18][CH2:19][C:20]#[CH:21])[CH:15]=[CH:14][C:13]=2[N+:22]([O-])=O)=[O:11])=[CH:6][CH:5]=1)([CH3:3])[CH3:2].[OH-].[Na+].